This data is from Forward reaction prediction with 1.9M reactions from USPTO patents (1976-2016). The task is: Predict the product of the given reaction. (1) Given the reactants [H-].[Al+3].[Li+].[H-].[H-].[H-].[CH2:7]([N:14]1[CH2:25][CH2:24][C:17]2([O:22][CH2:21][C:20](=O)[NH:19][CH2:18]2)[CH2:16][CH2:15]1)[C:8]1[CH:13]=[CH:12][CH:11]=[CH:10][CH:9]=1, predict the reaction product. The product is: [CH2:7]([N:14]1[CH2:15][CH2:16][C:17]2([O:22][CH2:21][CH2:20][NH:19][CH2:18]2)[CH2:24][CH2:25]1)[C:8]1[CH:9]=[CH:10][CH:11]=[CH:12][CH:13]=1. (2) The product is: [ClH:13].[C:1]1([CH3:12])[CH:6]=[CH:5][CH:4]=[C:3]([C:7]2([C:10](=[NH:11])[O:16][CH2:14][CH3:15])[CH2:8][CH2:9]2)[CH:2]=1. Given the reactants [C:1]1([CH3:12])[CH:6]=[CH:5][CH:4]=[C:3]([C:7]2([C:10]#[N:11])[CH2:9][CH2:8]2)[CH:2]=1.[ClH:13].[CH2:14]([OH:16])[CH3:15], predict the reaction product. (3) The product is: [CH:36]1([CH:37]([NH:44][C:12]([C:10]2[CH:9]=[CH:8][C:7]([N:15]3[C:18]4([CH2:19][O:20][CH2:21]4)[CH2:17][CH2:16]3)=[C:6]([O:5][CH2:4][CH:1]3[CH2:3][CH2:2]3)[N:11]=2)=[O:13])[C:38]2[N:42]=[C:41]([CH3:43])[O:40][N:39]=2)[CH2:33][CH2:35]1. Given the reactants [CH:1]1([CH2:4][O:5][C:6]2[N:11]=[C:10]([C:12](O)=[O:13])[CH:9]=[CH:8][C:7]=2[N:15]2[C:18]3([CH2:21][O:20][CH2:19]3)[CH2:17][CH2:16]2)[CH2:3][CH2:2]1.C1(N(C2N=C(C)ON=2)C)CC1.[CH:33]1([CH2:36][C@H:37]([NH2:44])[C:38]2[N:42]=[C:41]([CH3:43])[O:40][N:39]=2)[CH2:35]C1, predict the reaction product. (4) Given the reactants C(OC([NH:8][O:9][S:10]([C:13]1[C:18]([CH3:19])=[CH:17][C:16]([CH3:20])=[CH:15][C:14]=1[CH3:21])(=[O:12])=[O:11])=O)(C)(C)C.C(O)(C(F)(F)F)=O, predict the reaction product. The product is: [C:14]1([CH3:21])[CH:15]=[C:16]([CH3:20])[CH:17]=[C:18]([CH3:19])[C:13]=1[S:10]([O:9][NH2:8])(=[O:12])=[O:11].